From a dataset of Peptide-MHC class II binding affinity with 134,281 pairs from IEDB. Regression. Given a peptide amino acid sequence and an MHC pseudo amino acid sequence, predict their binding affinity value. This is MHC class II binding data. (1) The peptide sequence is TNSPRPVPGAAGPPQ. The MHC is DRB1_0101 with pseudo-sequence DRB1_0101. The binding affinity (normalized) is 0.00965. (2) The peptide sequence is AFKVAQTAANAAPAN. The MHC is HLA-DPA10103-DPB10301 with pseudo-sequence HLA-DPA10103-DPB10301. The binding affinity (normalized) is 0.635.